Dataset: Reaction yield outcomes from USPTO patents with 853,638 reactions. Task: Predict the reaction yield, written as a fraction of the theoretical maximum amount of product (1.0 means a 100% yield; for example, 0.34 means a 34% yield). (1) The reactants are [NH2:1][C:2]1[C:3]([CH3:13])=[C:4]([CH:9]=[C:10]([Br:12])[CH:11]=1)[C:5]([O:7][CH3:8])=[O:6].[O:14]1[CH2:19][CH2:18][C:17](=O)[CH2:16][CH2:15]1.C(O)(=O)C.C(O[BH-](OC(=O)C)OC(=O)C)(=O)C.[Na+].C([O-])(O)=O.[Na+]. The catalyst is ClCCCl.O. The product is [Br:12][C:10]1[CH:11]=[C:2]([NH:1][CH:17]2[CH2:18][CH2:19][O:14][CH2:15][CH2:16]2)[C:3]([CH3:13])=[C:4]([CH:9]=1)[C:5]([O:7][CH3:8])=[O:6]. The yield is 0.850. (2) The reactants are Cl[C:2]1[C:11]2[C:6](=[CH:7][CH:8]=[C:9]([C:12]3[CH:17]=[CH:16][C:15]([F:18])=[CH:14][CH:13]=3)[CH:10]=2)[N:5]=[CH:4][N:3]=1.[CH2:19]([Mg]Br)[CH2:20][CH3:21]. The catalyst is C1COCC1.CCOCC. The product is [F:18][C:15]1[CH:16]=[CH:17][C:12]([C:9]2[CH:10]=[C:11]3[C:6](=[CH:7][CH:8]=2)[N:5]=[CH:4][N:3]=[C:2]3[CH2:19][CH2:20][CH3:21])=[CH:13][CH:14]=1. The yield is 0.430. (3) The reactants are [Cl:1][C:2]1[CH:3]=[C:4]2[C:9](=[CH:10][CH:11]=1)[C:8](=[O:12])[N:7]([C:13]1[CH:14]=[N:15][CH:16]=[C:17]([O:19]C)[CH:18]=1)[CH2:6][CH2:5]2. The catalyst is Br. The product is [Cl:1][C:2]1[CH:3]=[C:4]2[C:9](=[CH:10][CH:11]=1)[C:8](=[O:12])[N:7]([C:13]1[CH:14]=[N:15][CH:16]=[C:17]([OH:19])[CH:18]=1)[CH2:6][CH2:5]2. The yield is 0.740. (4) The reactants are [S:1]1[CH:5]=[C:4]([CH2:6][NH:7][C@@H:8]([CH3:16])[CH:9]([O:13][CH2:14][CH3:15])[O:10][CH2:11][CH3:12])[C:3]2[CH:17]=[CH:18][CH:19]=[CH:20][C:2]1=2.[NH:21]([C:27]([O:29][CH2:30][CH:31]1[C:43]2[C:38](=[CH:39][CH:40]=[CH:41][CH:42]=2)[C:37]2[C:32]1=[CH:33][CH:34]=[CH:35][CH:36]=2)=[O:28])[C@H:22]([C:24](O)=[O:25])[CH3:23].CN(C(ON1N=NC2C=CC=NC1=2)=[N+](C)C)C.F[P-](F)(F)(F)(F)F.CCN(C(C)C)C(C)C. The catalyst is CN(C=O)C.CC(=O)OCC.O. The product is [S:1]1[CH:5]=[C:4]([CH2:6][N:7]([C@@H:8]([CH3:16])[CH:9]([O:10][CH2:11][CH3:12])[O:13][CH2:14][CH3:15])[C:24](=[O:25])[C@@H:22]([NH:21][C:27](=[O:28])[O:29][CH2:30][CH:31]2[C:32]3[CH:33]=[CH:34][CH:35]=[CH:36][C:37]=3[C:38]3[C:43]2=[CH:42][CH:41]=[CH:40][CH:39]=3)[CH3:23])[C:3]2[CH:17]=[CH:18][CH:19]=[CH:20][C:2]1=2. The yield is 0.640. (5) The reactants are [NH2:1][C:2]1[C:11]2[C:6](=[C:7](Br)[CH:8]=[CH:9][CH:10]=2)[N:5]=[N:4][C:3]=1[C:13]([NH:15][CH2:16][CH2:17][CH3:18])=[O:14].[CH3:19][N:20]1[CH:24]=[C:23](B2OC(C)(C)C(C)(C)O2)[CH:22]=[N:21]1. No catalyst specified. The product is [NH2:1][C:2]1[C:11]2[C:6](=[C:7]([C:23]3[CH:22]=[N:21][N:20]([CH3:19])[CH:24]=3)[CH:8]=[CH:9][CH:10]=2)[N:5]=[N:4][C:3]=1[C:13]([NH:15][CH2:16][CH2:17][CH3:18])=[O:14]. The yield is 0.820.